From a dataset of Reaction yield outcomes from USPTO patents with 853,638 reactions. Predict the reaction yield, written as a fraction of the theoretical maximum amount of product (1.0 means a 100% yield; for example, 0.34 means a 34% yield). (1) The reactants are C(NC(C)C)(C)C.C([Li])CCC.C([N-]C(C)C)(C)C.[Li+].[CH3:21][C:22]1[CH:38]=[CH:37][CH:36]=[CH:35][C:23]=1[C:24]([NH:26][CH2:27][C:28]1[CH:33]=[CH:32][C:31]([CH3:34])=[CH:30][CH:29]=1)=[O:25].CO[C:41](=O)[C:42]1[CH:47]=[CH:46][CH:45]=[C:44]([CH3:48])[CH:43]=1. The catalyst is C1COCC1.CCCCCC. The product is [CH3:34][C:31]1[CH:30]=[CH:29][C:28]([CH2:27][N:26]2[C:41]([C:42]3[CH:43]=[C:44]([CH3:48])[CH:45]=[CH:46][CH:47]=3)=[CH:21][C:22]3[C:23](=[CH:35][CH:36]=[CH:37][CH:38]=3)[C:24]2=[O:25])=[CH:33][CH:32]=1. The yield is 0.470. (2) The reactants are [CH:1]([C:4]1[N:5]=[C:6]([C:9]2[CH:18]=[C:17](O)[C:16]3[C:11](=[C:12]([CH3:22])[C:13]([O:20][CH3:21])=[CH:14][CH:15]=3)[N:10]=2)[S:7][CH:8]=1)([CH3:3])[CH3:2].[OH-].[Na+].O=P(Cl)(Cl)[Cl:27]. No catalyst specified. The product is [Cl:27][C:17]1[C:16]2[C:11](=[C:12]([CH3:22])[C:13]([O:20][CH3:21])=[CH:14][CH:15]=2)[N:10]=[C:9]([C:6]2[S:7][CH:8]=[C:4]([CH:1]([CH3:3])[CH3:2])[N:5]=2)[CH:18]=1. The yield is 0.960. (3) The reactants are [I:1][C:2]1[CH:10]=[C:9]([N+:11]([O-:13])=[O:12])[CH:8]=[CH:7][C:3]=1[C:4]([OH:6])=[O:5].S(=O)(=O)(O)O.[CH3:19]O. No catalyst specified. The product is [I:1][C:2]1[CH:10]=[C:9]([N+:11]([O-:13])=[O:12])[CH:8]=[CH:7][C:3]=1[C:4]([O:6][CH3:19])=[O:5]. The yield is 0.620. (4) The reactants are [CH3:1][S:2]([CH2:5][C:6]([N:8]1[CH2:14][C@H:13]([NH:15]C(=O)OC(C)(C)C)[C:12](=[O:23])[NH:11][C:10]2[CH:24]=[CH:25][CH:26]=[CH:27][C:9]1=2)=[O:7])(=[O:4])=[O:3].[ClH:28]. The catalyst is O1CCOCC1. The product is [ClH:28].[NH2:15][C@@H:13]1[C:12](=[O:23])[NH:11][C:10]2[CH:24]=[CH:25][CH:26]=[CH:27][C:9]=2[N:8]([C:6](=[O:7])[CH2:5][S:2]([CH3:1])(=[O:4])=[O:3])[CH2:14]1. The yield is 0.870. (5) The catalyst is C(O)(=O)C.S(=O)(=O)(O)O. The product is [CH:22]1([C:25]([C:26]2[C:27]([CH3:28])=[N:1][C:2]3[S:6][C:5]4[CH2:7][CH2:8][CH2:9][CH2:10][CH2:11][C:4]=4[C:3]=3[C:12]=2[C:14]2[CH:19]=[CH:18][C:17]([Cl:20])=[C:16]([Cl:21])[CH:15]=2)=[O:30])[CH2:24][CH2:23]1. The reactants are [NH2:1][C:2]1[S:6][C:5]2[CH2:7][CH2:8][CH2:9][CH2:10][CH2:11][C:4]=2[C:3]=1[C:12]([C:14]1[CH:19]=[CH:18][C:17]([Cl:20])=[C:16]([Cl:21])[CH:15]=1)=O.[CH:22]1([C:25](=[O:30])[CH2:26][C:27](=O)[CH3:28])[CH2:24][CH2:23]1. The yield is 0.190. (6) The reactants are [F:1][C:2]1[CH:3]=[C:4]([N:9]=[C:10]=S)[CH:5]=[CH:6][C:7]=1[F:8].[NH:12]([C:14](=[O:35])[C:15]([NH:17][C:18]1[CH:19]=[CH:20][C:21]([O:24][C:25]2[CH:34]=[CH:33][C:28]([C:29]([O:31][CH3:32])=[O:30])=[CH:27][CH:26]=2)=[N:22][CH:23]=1)=[O:16])[NH2:13].Cl.CN(C)CCCN=C=NCC.O. The catalyst is CC(N(C)C)=O. The product is [F:1][C:2]1[CH:3]=[C:4]([NH:9][C:10]2[O:35][C:14]([C:15]([NH:17][C:18]3[CH:19]=[CH:20][C:21]([O:24][C:25]4[CH:34]=[CH:33][C:28]([C:29]([O:31][CH3:32])=[O:30])=[CH:27][CH:26]=4)=[N:22][CH:23]=3)=[O:16])=[N:12][N:13]=2)[CH:5]=[CH:6][C:7]=1[F:8]. The yield is 1.00. (7) The reactants are Cl[CH2:2][C:3]([CH2:5]Cl)=[CH2:4].[O:7]1[C:12]2[CH:13]=[CH:14][CH:15]=[CH:16][C:11]=2[NH:10][C:9](=[O:17])[CH2:8]1.C([O-])([O-])=O.[Cs+].[Cs+].[CH2:24]([CH:28]1[CH2:33][CH2:32][NH:31][CH2:30][CH2:29]1)[CH2:25][CH2:26][CH3:27]. The catalyst is CCOCC.CN(C=O)C. The product is [CH2:24]([CH:28]1[CH2:33][CH2:32][N:31]([CH2:4][C:3](=[CH2:2])[CH2:5][N:10]2[C:11]3[CH:16]=[CH:15][CH:14]=[CH:13][C:12]=3[O:7][CH2:8][C:9]2=[O:17])[CH2:30][CH2:29]1)[CH2:25][CH2:26][CH3:27]. The yield is 0.210.